This data is from Forward reaction prediction with 1.9M reactions from USPTO patents (1976-2016). The task is: Predict the product of the given reaction. Given the reactants C(=O)([O-])[O-].[K+].[K+].[CH2:7](I)[CH3:8].[CH3:10][NH:11][CH2:12][CH2:13][CH:14]([NH:22][C:23]1[CH:24]=[C:25]2[C:34](=[CH:35][CH:36]=1)[S:33][C:32]1[C:31]([C:37]3[NH:42][C:41](=[O:43])[CH:40]=[C:39]([N:44]4[CH2:49][CH2:48][O:47]CC4)[CH:38]=3)=[CH:30][CH:29]=[CH:28][C:27]=1[S:26]2)[C:15]1[CH:20]=[CH:19][CH:18]=[C:17]([CH3:21])[N:16]=1.O.O1CC[CH2:53][CH2:52]1, predict the reaction product. The product is: [CH2:52]([N:11]([CH3:10])[CH2:12][CH2:13][CH:14]([NH:22][C:23]1[CH:24]=[C:25]2[C:34](=[CH:35][CH:36]=1)[S:33][C:32]1[C:31]([C:37]3[NH:42][C:41](=[O:43])[CH:40]=[C:39]([N:44]4[CH2:8][CH2:7][O:47][CH2:48][CH2:49]4)[CH:38]=3)=[CH:30][CH:29]=[CH:28][C:27]=1[S:26]2)[C:15]1[CH:20]=[CH:19][CH:18]=[C:17]([CH3:21])[N:16]=1)[CH3:53].